Dataset: Full USPTO retrosynthesis dataset with 1.9M reactions from patents (1976-2016). Task: Predict the reactants needed to synthesize the given product. Given the product [C:1]([O:5][C:6](=[O:30])[NH:7][CH2:8][CH2:9][CH2:10][N:11]([CH2:16][C:17]1[CH:22]=[CH:21][CH:20]=[C:19]([C:23]2[CH:28]=[CH:27][N:26]=[C:25]([NH:31][CH2:32][CH2:33][C:34]3[CH:39]=[CH:38][CH:37]=[C:36]([OH:40])[CH:35]=3)[N:24]=2)[CH:18]=1)[S:12]([CH3:15])(=[O:14])=[O:13])([CH3:4])([CH3:3])[CH3:2], predict the reactants needed to synthesize it. The reactants are: [C:1]([O:5][C:6](=[O:30])[NH:7][CH2:8][CH2:9][CH2:10][N:11]([CH2:16][C:17]1[CH:22]=[CH:21][CH:20]=[C:19]([C:23]2[CH:28]=[CH:27][N:26]=[C:25](Cl)[N:24]=2)[CH:18]=1)[S:12]([CH3:15])(=[O:14])=[O:13])([CH3:4])([CH3:3])[CH3:2].[NH2:31][CH2:32][CH2:33][C:34]1[CH:35]=[C:36]([OH:40])[CH:37]=[CH:38][CH:39]=1.